Dataset: Forward reaction prediction with 1.9M reactions from USPTO patents (1976-2016). Task: Predict the product of the given reaction. (1) The product is: [Cl-:8].[C:25]([N+:1]1[C:23]([C:19]2[S:18][CH:22]=[CH:21][CH:20]=2)=[C:17]([NH:16][CH:10]2[CH2:15][CH2:14][CH2:13][CH2:12][CH2:11]2)[N:3]2[C:4]([NH2:9])=[CH:5][C:6]([Cl:8])=[N:7][C:2]=12)(=[O:27])[CH3:26]. Given the reactants [NH2:1][C:2]1[N:7]=[C:6]([Cl:8])[CH:5]=[C:4]([NH2:9])[N:3]=1.[CH:10]1([N+:16]#[C-:17])[CH2:15][CH2:14][CH2:13][CH2:12][CH2:11]1.[S:18]1[CH:22]=[CH:21][CH:20]=[C:19]1[CH:23]=O.[C:25](Cl)(=[O:27])[CH3:26], predict the reaction product. (2) Given the reactants [Br:1][C:2]1[CH:8]=[CH:7][C:5]([NH2:6])=[C:4]([N+:9]([O-:11])=[O:10])[CH:3]=1.[CH3:12][C:13]([O:16][C:17](O[C:17]([O:16][C:13]([CH3:15])([CH3:14])[CH3:12])=[O:18])=[O:18])([CH3:15])[CH3:14], predict the reaction product. The product is: [Br:1][C:2]1[CH:8]=[CH:7][C:5]([NH:6][C:17](=[O:18])[O:16][C:13]([CH3:15])([CH3:14])[CH3:12])=[C:4]([N+:9]([O-:11])=[O:10])[CH:3]=1. (3) The product is: [C:1]([O:6][C@@H:7]1[C@@H:15]([CH2:16][CH2:17][N:34]2[CH:46]=[C:45]([C:41]3[CH:42]=[CH:43][CH:44]=[C:39]([Cl:38])[CH:40]=3)[N:36]=[N:35]2)[C:14](=[O:23])[O:13][CH2:12][C@H:11]([NH:24][C:25]([O:27][C:28]([CH3:31])([CH3:29])[CH3:30])=[O:26])[C:10](=[O:32])[O:9][C@H:8]1[CH3:33])(=[O:5])[CH:2]([CH3:4])[CH3:3]. Given the reactants [C:1]([O:6][C@@H:7]1[C@@H:15]([CH2:16][CH2:17]OS(C)(=O)=O)[C:14](=[O:23])[O:13][CH2:12][C@H:11]([NH:24][C:25]([O:27][C:28]([CH3:31])([CH3:30])[CH3:29])=[O:26])[C:10](=[O:32])[O:9][C@H:8]1[CH3:33])(=[O:5])[CH:2]([CH3:4])[CH3:3].[N-:34]=[N+:35]=[N-:36].[Na+].[Cl:38][C:39]1[CH:44]=[CH:43][CH:42]=[C:41]([C:45]#[CH:46])[CH:40]=1.O=C1O[C@H]([C@H](CO)O)C([O-])=C1O.[Na+], predict the reaction product. (4) Given the reactants [F:1][C:2]1[CH:7]=[CH:6][CH:5]=[CH:4][C:3]=1[N:8]1[C:12]([C:13]2[CH:18]=[CH:17][N:16]=[CH:15][CH:14]=2)=[C:11]([C:19]2[O:23][N:22]=[C:21]([C:24]3[CH:32]=[C:31]4[C:27]([CH2:28][CH2:29][N:30]4C(=O)C)=[CH:26][CH:25]=3)[N:20]=2)[N:10]=[N:9]1, predict the reaction product. The product is: [F:1][C:2]1[CH:7]=[CH:6][CH:5]=[CH:4][C:3]=1[N:8]1[C:12]([C:13]2[CH:14]=[CH:15][N:16]=[CH:17][CH:18]=2)=[C:11]([C:19]2[O:23][N:22]=[C:21]([C:24]3[CH:32]=[C:31]4[C:27]([CH2:28][CH2:29][NH:30]4)=[CH:26][CH:25]=3)[N:20]=2)[N:10]=[N:9]1.